This data is from Catalyst prediction with 721,799 reactions and 888 catalyst types from USPTO. The task is: Predict which catalyst facilitates the given reaction. (1) Reactant: C(OC([N:8]1[CH2:12][CH2:11][CH2:10][C@@H:9]1[CH2:13][O:14][C:15]1[CH:20]=[CH:19][C:18]([O:21][C:22]2[CH:27]=[CH:26][C:25]([C:28]3([C:31]#[N:32])[CH2:30][CH2:29]3)=[CH:24][CH:23]=2)=[CH:17][CH:16]=1)=O)(C)(C)C.[ClH:33].CCOCC. Product: [ClH:33].[NH:8]1[CH2:12][CH2:11][CH2:10][C@@H:9]1[CH2:13][O:14][C:15]1[CH:16]=[CH:17][C:18]([O:21][C:22]2[CH:27]=[CH:26][C:25]([C:28]3([C:31]#[N:32])[CH2:30][CH2:29]3)=[CH:24][CH:23]=2)=[CH:19][CH:20]=1. The catalyst class is: 12. (2) Reactant: [C:1]([O:5][C:6]([N:8]1[CH2:15][C@H:14]([OH:16])[CH2:13][C@H:9]1[C:10]([OH:12])=O)=[O:7])([CH3:4])([CH3:3])[CH3:2].C1C=CC(P(C2C=CC=CC=2)C2C=CC=CC=2)=CC=1.CCOC(/N=N/C(OCC)=O)=O. The catalyst class is: 1. Product: [O:12]=[C:10]1[C@@H:9]2[CH2:13][C@@H:14]([CH2:15][N:8]2[C:6]([O:5][C:1]([CH3:2])([CH3:3])[CH3:4])=[O:7])[O:16]1. (3) Reactant: [CH3:1][O-:2].[Na+].[CH:4]1([C@H:8]([NH:10][C:11]2[N:19]=[C:18]([C:20]#[N:21])[N:17]=[C:16]3[C:12]=2[N:13]([CH2:22][C@H:23]2[CH2:28][CH2:27][C@H:26]([CH3:29])[CH2:25][CH2:24]2)[CH:14]=[N:15]3)[CH3:9])[CH2:7][CH2:6][CH2:5]1. Product: [CH:4]1([C@H:8]([NH:10][C:11]2[N:19]=[C:18]([C:20](=[NH:21])[O:2][CH3:1])[N:17]=[C:16]3[C:12]=2[N:13]([CH2:22][C@H:23]2[CH2:24][CH2:25][C@H:26]([CH3:29])[CH2:27][CH2:28]2)[CH:14]=[N:15]3)[CH3:9])[CH2:7][CH2:6][CH2:5]1. The catalyst class is: 5. (4) Reactant: [N+](=[C:3]([C:8]1[CH:13]=[CH:12][C:11]([Cl:14])=[C:10]([Cl:15])[CH:9]=1)[C:4]([O:6][CH3:7])=[O:5])=[N-].[CH3:16][C:17]1[O:18][CH:19]=[CH:20][CH:21]=1. Product: [Cl:15][C:10]1[CH:9]=[C:8](/[C:3](=[CH:19]\[CH:20]=[CH:21]/[C:17](=[O:18])[CH3:16])/[C:4]([O:6][CH3:7])=[O:5])[CH:13]=[CH:12][C:11]=1[Cl:14]. The catalyst class is: 81. (5) Reactant: [CH:1]1[CH:2]=[CH:3][C:4]([C@@H:7]2[N:16]([C:17]([O:19][C@@H:20]3[CH:25]4[CH2:26][CH2:27][N:22]([CH2:23][CH2:24]4)[CH2:21]3)=[O:18])[CH2:15][CH2:14][C:13]3[CH:12]=[CH:11][CH:10]=[CH:9][C:8]2=3)=[CH:5][CH:6]=1.[C:28]([OH:35])(=[O:34])[CH2:29][CH2:30][C:31]([OH:33])=[O:32]. Product: [CH:1]1[CH:6]=[CH:5][C:4]([C@@H:7]2[N:16]([C:17]([O:19][C@@H:20]3[CH:25]4[CH2:24][CH2:23][N:22]([CH2:27][CH2:26]4)[CH2:21]3)=[O:18])[CH2:15][CH2:14][C:13]3[CH:12]=[CH:11][CH:10]=[CH:9][C:8]2=3)=[CH:3][CH:2]=1.[CH2:29]([C:28]([OH:35])=[O:34])[CH2:30][C:31]([OH:33])=[O:32]. The catalyst class is: 237. (6) Product: [CH3:1][O:2][C:3]1[C:4]2[N:15]=[C:16]([NH2:18])[S:17][C:5]=2[C:6]([N:9]([CH2:11][CH2:12][O:13][CH3:14])[CH3:10])=[CH:7][CH:8]=1. Reactant: [CH3:1][O:2][C:3]1[CH:8]=[CH:7][C:6]([N:9]([CH2:11][CH2:12][O:13][CH3:14])[CH3:10])=[CH:5][C:4]=1[NH:15][C:16]([NH2:18])=[S:17].BrBr. The catalyst class is: 22. (7) Reactant: Br[C:2]1[C:3](=[O:13])[C:4]2[C:9]([C:10](=[O:12])[CH:11]=1)=[CH:8][CH:7]=[CH:6][CH:5]=2.[Cl:14][C:15]1[CH:16]=[C:17]([CH:20]=[CH:21][CH:22]=1)[CH2:18][NH2:19]. Product: [Cl:14][C:15]1[CH:16]=[C:17]([CH:20]=[CH:21][CH:22]=1)[CH2:18][NH:19][C:2]1[C:3](=[O:13])[C:4]2[C:9]([C:10](=[O:12])[CH:11]=1)=[CH:8][CH:7]=[CH:6][CH:5]=2. The catalyst class is: 14. (8) Reactant: [N:1]([CH2:4][CH2:5][N:6]1[CH:10]=[C:9]([C:11]([O:13][CH2:14][CH3:15])=[O:12])[CH:8]=[C:7]1[C:16]([O:18]CC)=O)=[N+]=[N-].C(=O)([O-])[O-].[K+].[K+]. Product: [O:18]=[C:16]1[NH:1][CH2:4][CH2:5][N:6]2[CH:10]=[C:9]([C:11]([O:13][CH2:14][CH3:15])=[O:12])[CH:8]=[C:7]12. The catalyst class is: 50.